This data is from Peptide-MHC class I binding affinity with 185,985 pairs from IEDB/IMGT. The task is: Regression. Given a peptide amino acid sequence and an MHC pseudo amino acid sequence, predict their binding affinity value. This is MHC class I binding data. (1) The peptide sequence is AELLPDTTYL. The MHC is HLA-B45:01 with pseudo-sequence HLA-B45:01. The binding affinity (normalized) is 0.0976. (2) The peptide sequence is FQLYSDLAH. The MHC is HLA-A31:01 with pseudo-sequence HLA-A31:01. The binding affinity (normalized) is 0.0847. (3) The peptide sequence is LTIVFVPEV. The MHC is HLA-B15:01 with pseudo-sequence HLA-B15:01. The binding affinity (normalized) is 0.0847. (4) The peptide sequence is YQLAGYILT. The MHC is HLA-A02:01 with pseudo-sequence HLA-A02:01. The binding affinity (normalized) is 0.747.